This data is from Forward reaction prediction with 1.9M reactions from USPTO patents (1976-2016). The task is: Predict the product of the given reaction. (1) The product is: [CH3:1][N:2]1[CH2:9][C@@H:8]2[C@@H:4]([N:5]([C:10]3[CH:11]=[C:12]([O:36][CH3:37])[C:13]([NH:19][C:20]4[N:25]=[C:24]([C:26]5[C:34]6[C:29](=[CH:30][CH:31]=[CH:32][CH:33]=6)[N:28]([CH3:35])[CH:27]=5)[CH:23]=[CH:22][N:21]=4)=[CH:14][C:15]=3[NH2:16])[CH2:6][CH2:7]2)[CH2:3]1. Given the reactants [CH3:1][N:2]1[CH2:9][C@@H:8]2[C@@H:4]([N:5]([C:10]3[C:15]([N+:16]([O-])=O)=[CH:14][C:13]([NH:19][C:20]4[N:25]=[C:24]([C:26]5[C:34]6[C:29](=[CH:30][CH:31]=[CH:32][CH:33]=6)[N:28]([CH3:35])[CH:27]=5)[CH:23]=[CH:22][N:21]=4)=[C:12]([O:36][CH3:37])[CH:11]=3)[CH2:6][CH2:7]2)[CH2:3]1.[NH4+].[Cl-].O, predict the reaction product. (2) Given the reactants FC(F)(F)S(O[C:7]1[C:11]2[C:12]([O:16][CH3:17])=[N:13][CH:14]=[CH:15][C:10]=2[N:9]([CH:18]2[CH2:22][CH2:21][CH2:20][CH2:19]2)[N:8]=1)(=O)=O.CC1(C)C(C)(C)OB([C:33]2[CH:34]=[C:35]([S:39]([NH2:42])(=[O:41])=[O:40])[CH:36]=[CH:37][CH:38]=2)O1.C(=O)([O-])[O-].[Na+].[Na+].O, predict the reaction product. The product is: [CH:18]1([N:9]2[C:10]3[CH:15]=[CH:14][N:13]=[C:12]([O:16][CH3:17])[C:11]=3[C:7]([C:33]3[CH:34]=[C:35]([S:39]([NH2:42])(=[O:41])=[O:40])[CH:36]=[CH:37][CH:38]=3)=[N:8]2)[CH2:19][CH2:20][CH2:21][CH2:22]1. (3) Given the reactants Br[C:2]1[S:3][C:4]([CH2:7][NH:8][S:9]([C:12]2[CH:17]=[CH:16][CH:15]=[CH:14][C:13]=2[Cl:18])(=[O:11])=[O:10])=[CH:5][N:6]=1.[CH3:19][S:20]([C:23]1[CH:24]=[C:25](B(O)O)[CH:26]=[CH:27][CH:28]=1)(=[O:22])=[O:21].C([O-])([O-])=O.[Na+].[Na+], predict the reaction product. The product is: [Cl:18][C:13]1[CH:14]=[CH:15][CH:16]=[CH:17][C:12]=1[S:9]([NH:8][CH2:7][C:4]1[S:3][C:2]([C:27]2[CH:26]=[CH:25][CH:24]=[C:23]([S:20]([CH3:19])(=[O:22])=[O:21])[CH:28]=2)=[N:6][CH:5]=1)(=[O:11])=[O:10].